This data is from CYP2C19 inhibition data for predicting drug metabolism from PubChem BioAssay. The task is: Regression/Classification. Given a drug SMILES string, predict its absorption, distribution, metabolism, or excretion properties. Task type varies by dataset: regression for continuous measurements (e.g., permeability, clearance, half-life) or binary classification for categorical outcomes (e.g., BBB penetration, CYP inhibition). Dataset: cyp2c19_veith. (1) The result is 1 (inhibitor). The molecule is CCCCOC(=O)c1ccc(NC(=S)NC(=O)c2c(Cl)cnn2C)cc1. (2) The molecule is COc1cc(OC)nc(Oc2ccccc2C(=O)Oc2ccc(Cl)cc2)n1. The result is 1 (inhibitor). (3) The drug is CN(C)S(=O)(=O)Oc1cccc(C(=O)Nc2ccc(Cl)c(Cl)c2)c1. The result is 1 (inhibitor). (4) The compound is COc1ccc(O[C@H]2C=C[C@@H](c3ccccc3)O[C@@H]2CO/N=C(\C)CCN2CCCCc3nc(C)c(C)cc32)cc1. The result is 1 (inhibitor). (5) The drug is O=C(c1cc(C(F)(F)F)cc(C(F)(F)F)c1)N1CCC2(CCCN(Cc3ccccc3)C2)CC1. The result is 0 (non-inhibitor). (6) The drug is CC(=O)OCC(=O)[C@@]1(OC(C)=O)[C@H](C)C[C@H]2[C@@H]3C[C@H](F)C4=CC(=O)C=C[C@@]4(C)[C@]3(F)[C@H](O)C[C@@]21C. The result is 0 (non-inhibitor). (7) The compound is CCNC(=S)N1CC(C)OC(C)C1. The result is 0 (non-inhibitor).